Dataset: Forward reaction prediction with 1.9M reactions from USPTO patents (1976-2016). Task: Predict the product of the given reaction. Given the reactants C([O:9][C@@H:10]1[C@H:14]([O:15]C(=O)C2C=CC=CC=2)[C@@H:13]([CH2:24][O:25]C(=O)C2C=CC=CC=2)[O:12][C@H:11]1[N:34]1[C:43](=[O:44])[C:42]2[NH:41][CH:40]=[N:39][C:38]=2[NH:37][C:35]1=[O:36])(=O)C1C=CC=CC=1, predict the reaction product. The product is: [C@@H:11]1([N:34]2[C:43](=[O:44])[C:42]3[NH:41][CH:40]=[N:39][C:38]=3[NH:37][C:35]2=[O:36])[O:12][C@H:13]([CH2:24][OH:25])[C@@H:14]([OH:15])[C@H:10]1[OH:9].